Predict the reaction yield, written as a fraction of the theoretical maximum amount of product (1.0 means a 100% yield; for example, 0.34 means a 34% yield). From a dataset of Reaction yield outcomes from USPTO patents with 853,638 reactions. The reactants are O(C)C.[CH2:4]([SH:8])[CH2:5][CH2:6][SH:7].[F:9][C:10]1[CH:11]=[C:12]([CH:15]=[C:16]([F:18])[CH:17]=1)[CH:13]=O.CCOC(C)=O.CCCCCC. The catalyst is C(Cl)Cl. The product is [F:9][C:10]1[CH:11]=[C:12]([CH:13]2[S:8][CH2:4][CH2:5][CH2:6][S:7]2)[CH:15]=[C:16]([F:18])[CH:17]=1. The yield is 0.990.